Dataset: Peptide-MHC class I binding affinity with 185,985 pairs from IEDB/IMGT. Task: Regression. Given a peptide amino acid sequence and an MHC pseudo amino acid sequence, predict their binding affinity value. This is MHC class I binding data. (1) The peptide sequence is AIGLAWIPY. The MHC is HLA-B15:01 with pseudo-sequence HLA-B15:01. The binding affinity (normalized) is 0.327. (2) The peptide sequence is NTTTFITVLT. The MHC is HLA-A02:06 with pseudo-sequence HLA-A02:06. The binding affinity (normalized) is 0.409. (3) The peptide sequence is ITCVVIPSK. The MHC is HLA-A01:01 with pseudo-sequence HLA-A01:01. The binding affinity (normalized) is 0.0847. (4) The peptide sequence is TLDTMDDMK. The MHC is HLA-A03:01 with pseudo-sequence HLA-A03:01. The binding affinity (normalized) is 0.134.